Dataset: Reaction yield outcomes from USPTO patents with 853,638 reactions. Task: Predict the reaction yield, written as a fraction of the theoretical maximum amount of product (1.0 means a 100% yield; for example, 0.34 means a 34% yield). (1) The reactants are [Na+].[S:2]1[C:6]2[CH:7]=[C:8]([S:11]([O-:13])=[O:12])[CH:9]=[CH:10][C:5]=2[N:4]=[CH:3]1.N1C=CC=CC=1.Br[C:21]([CH3:28])([CH3:27])[C:22]([O:24][CH2:25][CH3:26])=[O:23]. The catalyst is CN(C=O)C. The product is [CH2:25]([O:24][C:22](=[O:23])[C:21]([S:11]([C:8]1[CH:9]=[CH:10][C:5]2[N:4]=[CH:3][S:2][C:6]=2[CH:7]=1)(=[O:13])=[O:12])([CH3:28])[CH3:27])[CH3:26]. The yield is 0.660. (2) The reactants are [NH:1]1[CH2:6][CH2:5][CH:4]([NH:7][C:8]2[CH:17]=[CH:16][C:15]3[C:10](=[CH:11][CH:12]=[CH:13][CH:14]=3)[N:9]=2)[CH2:3][CH2:2]1.[CH:18]([C:20]12[CH2:34][CH:27]([C:28]3[CH:29]=[CH:30][CH:31]=[CH:32][C:33]=31)[C:26]1[C:21]2=[CH:22][CH:23]=[CH:24][CH:25]=1)=O. No catalyst specified. The product is [CH:22]1[C:21]2[C:20]3([CH2:18][N:1]4[CH2:6][CH2:5][CH:4]([NH:7][C:8]5[CH:17]=[CH:16][C:15]6[C:10](=[CH:11][CH:12]=[CH:13][CH:14]=6)[N:9]=5)[CH2:3][CH2:2]4)[CH2:34][CH:27]([C:28]4[C:33]3=[CH:32][CH:31]=[CH:30][CH:29]=4)[C:26]=2[CH:25]=[CH:24][CH:23]=1. The yield is 0.530. (3) The reactants are Br[C:2]1[S:3][CH:4]=[CH:5][C:6]=1[CH2:7][C:8]([O:10][CH2:11][CH3:12])=[O:9]. The catalyst is C1COCC1.Cl[Pd](Cl)([P](C1C=CC=CC=1)(C1C=CC=CC=1)C1C=CC=CC=1)[P](C1C=CC=CC=1)(C1C=CC=CC=1)C1C=CC=CC=1. The product is [CH2:11]([O:10][C:8](=[O:9])[CH2:7][C:6]1[CH:5]=[CH:4][S:3][C:2]=1[C:2]1[S:3][CH:4]=[CH:5][CH:6]=1)[CH3:12]. The yield is 0.690. (4) The catalyst is C(Cl)(Cl)(Cl)Cl.C(OOC(=O)C1C=CC=CC=1)(=O)C1C=CC=CC=1. The product is [Br:14][CH2:13][C:1]1[CH:2]=[CH:3][C:4]([N:7]2[C:11](=[O:12])[CH:10]=[CH:9][S:8]2)=[CH:5][CH:6]=1. The yield is 0.930. The reactants are [C:1]1([CH3:13])[CH:6]=[CH:5][C:4]([N:7]2[C:11](=[O:12])[CH:10]=[CH:9][S:8]2)=[CH:3][CH:2]=1.[Br:14]N1C(=O)CCC1=O.